From a dataset of NCI-60 drug combinations with 297,098 pairs across 59 cell lines. Regression. Given two drug SMILES strings and cell line genomic features, predict the synergy score measuring deviation from expected non-interaction effect. (1) Drug 1: C1=CC(=CC=C1CCCC(=O)O)N(CCCl)CCCl. Drug 2: COCCOC1=C(C=C2C(=C1)C(=NC=N2)NC3=CC=CC(=C3)C#C)OCCOC.Cl. Cell line: SW-620. Synergy scores: CSS=13.2, Synergy_ZIP=-4.27, Synergy_Bliss=-5.96, Synergy_Loewe=-8.78, Synergy_HSA=-7.50. (2) Drug 1: CS(=O)(=O)C1=CC(=C(C=C1)C(=O)NC2=CC(=C(C=C2)Cl)C3=CC=CC=N3)Cl. Drug 2: C1=NNC2=C1C(=O)NC=N2. Cell line: SNB-19. Synergy scores: CSS=9.20, Synergy_ZIP=-0.311, Synergy_Bliss=1.28, Synergy_Loewe=0.886, Synergy_HSA=1.15. (3) Drug 1: CCC(=C(C1=CC=CC=C1)C2=CC=C(C=C2)OCCN(C)C)C3=CC=CC=C3.C(C(=O)O)C(CC(=O)O)(C(=O)O)O. Drug 2: CCC1=C2CN3C(=CC4=C(C3=O)COC(=O)C4(CC)O)C2=NC5=C1C=C(C=C5)O. Synergy scores: CSS=28.1, Synergy_ZIP=2.48, Synergy_Bliss=1.84, Synergy_Loewe=-20.7, Synergy_HSA=1.17. Cell line: LOX IMVI. (4) Drug 1: C1=NC(=NC(=O)N1C2C(C(C(O2)CO)O)O)N. Drug 2: C(CCl)NC(=O)N(CCCl)N=O. Cell line: OVCAR-4. Synergy scores: CSS=24.0, Synergy_ZIP=-9.66, Synergy_Bliss=0.418, Synergy_Loewe=-15.4, Synergy_HSA=1.24. (5) Drug 1: C1=CC(=CC=C1CC(C(=O)O)N)N(CCCl)CCCl.Cl. Drug 2: CN(CCCl)CCCl.Cl. Cell line: SNB-75. Synergy scores: CSS=0.214, Synergy_ZIP=-0.327, Synergy_Bliss=-0.00321, Synergy_Loewe=-3.00, Synergy_HSA=-2.91.